This data is from hERG potassium channel inhibition data for cardiac toxicity prediction from Karim et al.. The task is: Regression/Classification. Given a drug SMILES string, predict its toxicity properties. Task type varies by dataset: regression for continuous values (e.g., LD50, hERG inhibition percentage) or binary classification for toxic/non-toxic outcomes (e.g., AMES mutagenicity, cardiotoxicity, hepatotoxicity). Dataset: herg_karim. (1) The compound is Cc1ccc2cc(C(=O)c3cnn(-c4ccc5nc(C)[nH]c5c4)c3N)[nH]c2c1. The result is 1 (blocker). (2) The drug is O=C1OCc2c1ccc(CCN1CCN(C(=O)Cc3ccc(-n4cnnn4)cc3)CC1)c2Cl. The result is 0 (non-blocker). (3) The compound is Cc1nc2ccccc2n1C1C[C@H]2CC[C@H](C1)N2CCC1(c2cccc(F)c2)CCN(C(=O)C(C)(C)C)CC1. The result is 1 (blocker).